Dataset: Catalyst prediction with 721,799 reactions and 888 catalyst types from USPTO. Task: Predict which catalyst facilitates the given reaction. (1) The catalyst class is: 158. Reactant: [CH3:1][O:2][C:3](=[O:12])[C:4]1[CH:9]=[C:8]([OH:10])[CH:7]=[C:6]([OH:11])[CH:5]=1.N1C=CC=CC=1.[S:19](O[S:19]([C:22]([F:25])([F:24])[F:23])(=[O:21])=[O:20])([C:22]([F:25])([F:24])[F:23])(=[O:21])=[O:20]. Product: [F:23][C:22]([F:25])([F:24])[S:19]([O:11][C:6]1[CH:5]=[C:4]([CH:9]=[C:8]([O:10][S:19]([C:22]([F:23])([F:24])[F:25])(=[O:20])=[O:21])[CH:7]=1)[C:3]([O:2][CH3:1])=[O:12])(=[O:21])=[O:20]. (2) Reactant: Cl.[NH2:2][C@@H:3]([CH2:6][C:7]1[CH:12]=[CH:11][C:10]([O:13][C:14]2[C:19]([Cl:20])=[CH:18][N:17]=[CH:16][C:15]=2[Cl:21])=[CH:9][CH:8]=1)[CH2:4][OH:5].[Cl:22][C:23]1[CH:24]=[C:25]([CH:29]=[CH:30][CH:31]=1)[C@H:26]1[O:28][CH2:27]1.C(N(CC)C(C)C)(C)C. Product: [ClH:20].[ClH:22].[Cl:22][C:23]1[CH:24]=[C:25]([C@@H:26]([OH:28])[CH2:27][NH:2][C@@H:3]([CH2:6][C:7]2[CH:8]=[CH:9][C:10]([O:13][C:14]3[C:15]([Cl:21])=[CH:16][N:17]=[CH:18][C:19]=3[Cl:20])=[CH:11][CH:12]=2)[CH2:4][OH:5])[CH:29]=[CH:30][CH:31]=1. The catalyst class is: 71. (3) Reactant: [NH2:1][C@H:2]([CH3:23])[CH2:3][NH:4][C:5]1[C:9]2=[C:10]3[C:15](=[CH:16][CH:17]=[C:8]2[S:7][C:6]=1[C:18](OCC)=[O:19])[N:14]=[CH:13][CH:12]=[CH:11]3.C[O-].[Na+]. Product: [CH3:23][C@@H:2]1[CH2:3][NH:4][C:5]2[C:9]3[C:10]4[CH:11]=[CH:12][CH:13]=[N:14][C:15]=4[CH:16]=[CH:17][C:8]=3[S:7][C:6]=2[C:18](=[O:19])[NH:1]1. The catalyst class is: 5. (4) Reactant: [CH2:1]([NH2:11])[CH2:2][CH2:3][CH2:4][CH2:5][CH2:6][CH2:7][CH2:8][CH2:9][CH3:10].[CH:12]12[O:18][CH:15]([CH2:16][CH2:17]1)[CH:14]1[C:19]([O:21][C:22](=O)[CH:13]21)=[O:20].C(N(CC)CC)C. Product: [CH2:1]([N:11]1[C:22](=[O:21])[CH:13]2[CH:14]([CH:15]3[O:18][CH:12]2[CH2:17][CH2:16]3)[C:19]1=[O:20])[CH2:2][CH2:3][CH2:4][CH2:5][CH2:6][CH2:7][CH2:8][CH2:9][CH3:10]. The catalyst class is: 260.